The task is: Predict the reactants needed to synthesize the given product.. This data is from Retrosynthesis with 50K atom-mapped reactions and 10 reaction types from USPTO. (1) Given the product COC(=O)c1c(C(C)C)nc2c(Cl)cc(Cl)cc2c1-c1ccc(F)c(Cl)c1, predict the reactants needed to synthesize it. The reactants are: COC(=O)c1c(C(C)C)nc2c(Cl)cc(Cl)cc2c1OS(=O)(=O)C(F)(F)F.OB(O)c1ccc(F)c(Cl)c1. (2) Given the product CCC(=O)c1c(O)c2cc(Cl)ccc2[nH]c1=O, predict the reactants needed to synthesize it. The reactants are: CC[Mg+].CON(C)C(=O)c1c(O)c2cc(Cl)ccc2[nH]c1=O. (3) Given the product O=C(Nc1ccc(CCc2ccccn2)nc1)c1ccccc1-c1ccc(C(F)(F)F)cc1, predict the reactants needed to synthesize it. The reactants are: Nc1ccc(CCc2ccccn2)nc1.O=C(Cl)c1ccccc1-c1ccc(C(F)(F)F)cc1. (4) Given the product CC(Br)c1ccc(-c2nc3ccccc3o2)c(F)c1, predict the reactants needed to synthesize it. The reactants are: CCc1ccc(-c2nc3ccccc3o2)c(F)c1.O=C1CCC(=O)N1Br. (5) Given the product CCCc1ccc(-c2ccc([C@@]3(CC(=O)OC(C)(C)C)CCNCCS3(=O)=O)s2)cc1, predict the reactants needed to synthesize it. The reactants are: CCCc1ccc(-c2ccc([C@@]3(CC(=O)OC(C)(C)C)CCN(C(=O)OC(C)(C)C)CCS3(=O)=O)s2)cc1. (6) Given the product C[C@]12CC(=O)[C@H]3[C@@H](CC[C@H]4C[C@H](O)CC[C@@]43C)[C@@H]1CC[C@@H]2C(=O)CSC#N, predict the reactants needed to synthesize it. The reactants are: C[C@]12CC(=O)[C@H]3[C@@H](CC[C@H]4C[C@H](O)CC[C@@]43C)[C@@H]1CC[C@@H]2C(=O)CBr.N#C[S-].